Dataset: Reaction yield outcomes from USPTO patents with 853,638 reactions. Task: Predict the reaction yield, written as a fraction of the theoretical maximum amount of product (1.0 means a 100% yield; for example, 0.34 means a 34% yield). (1) The reactants are [H-].[Na+].[CH3:3][C:4]1([OH:8])[CH2:7][O:6][CH2:5]1.[N:9]1[CH:14]=[CH:13][CH:12]=[CH:11][C:10]=1[O:15][C:16](=O)[O:17]C1C=CC=CN=1. The catalyst is C1COCC1.CCOC(C)=O. The product is [C:16](=[O:17])([O:15][C:10]1[CH:11]=[CH:12][CH:13]=[CH:14][N:9]=1)[O:8][C:4]1([CH3:3])[CH2:7][O:6][CH2:5]1. The yield is 0.281. (2) The reactants are Br[C:2]1[CH:7]=[CH:6][C:5]([CH2:8][C:9]([O:11][CH3:12])=[O:10])=[C:4]([C:13]([N:15]([CH3:17])[CH3:16])=[O:14])[CH:3]=1.CC1(C)C(C)(C)OB([C:26]2[CH:31]=[CH:30][C:29]([OH:32])=[CH:28][CH:27]=2)O1. The yield is 0.770. No catalyst specified. The product is [CH3:16][N:15]([CH3:17])[C:13]([C:4]1[CH:3]=[C:2]([C:26]2[CH:31]=[CH:30][C:29]([OH:32])=[CH:28][CH:27]=2)[CH:7]=[CH:6][C:5]=1[CH2:8][C:9]([O:11][CH3:12])=[O:10])=[O:14]. (3) The reactants are [NH2:1][C:2]1[S:6][C:5]2[CH2:7][CH2:8][CH2:9][C:4]=2[C:3]=1[C:10]([C:12]1[CH:17]=[CH:16][CH:15]=[CH:14][CH:13]=1)=O.[CH:18]1([C:21](=[O:26])[CH2:22][C:23](=O)[CH3:24])[CH2:20][CH2:19]1. The catalyst is C(O)(=O)C.S(=O)(=O)(O)O. The product is [CH:18]1([C:21]([C:22]2[C:10]([C:12]3[CH:17]=[CH:16][CH:15]=[CH:14][CH:13]=3)=[C:3]3[C:4]4[CH2:9][CH2:8][CH2:7][C:5]=4[S:6][C:2]3=[N:1][C:23]=2[CH3:24])=[O:26])[CH2:20][CH2:19]1. The yield is 0.330.